Dataset: NCI-60 drug combinations with 297,098 pairs across 59 cell lines. Task: Regression. Given two drug SMILES strings and cell line genomic features, predict the synergy score measuring deviation from expected non-interaction effect. Drug 1: CNC(=O)C1=NC=CC(=C1)OC2=CC=C(C=C2)NC(=O)NC3=CC(=C(C=C3)Cl)C(F)(F)F. Cell line: COLO 205. Synergy scores: CSS=4.19, Synergy_ZIP=2.64, Synergy_Bliss=9.56, Synergy_Loewe=7.21, Synergy_HSA=2.53. Drug 2: C1CN(P(=O)(OC1)NCCCl)CCCl.